Task: Predict which catalyst facilitates the given reaction.. Dataset: Catalyst prediction with 721,799 reactions and 888 catalyst types from USPTO Product: [C:15]([Si:19]([O:1][C:2]1[CH:3]=[C:4]([N+:10]([O-:12])=[O:11])[CH:5]=[CH:6][C:7]=1[O:8][CH3:9])([C:26]1[CH:31]=[CH:30][CH:29]=[CH:28][CH:27]=1)[C:20]1[CH:21]=[CH:22][CH:23]=[CH:24][CH:25]=1)([CH3:18])([CH3:16])[CH3:17]. Reactant: [OH:1][C:2]1[CH:3]=[C:4]([N+:10]([O-:12])=[O:11])[CH:5]=[CH:6][C:7]=1[O:8][CH3:9].[H-].[Na+].[C:15]([Si:19](Cl)([C:26]1[CH:31]=[CH:30][CH:29]=[CH:28][CH:27]=1)[C:20]1[CH:25]=[CH:24][CH:23]=[CH:22][CH:21]=1)([CH3:18])([CH3:17])[CH3:16]. The catalyst class is: 18.